From a dataset of Experimentally validated miRNA-target interactions with 360,000+ pairs, plus equal number of negative samples. Binary Classification. Given a miRNA mature sequence and a target amino acid sequence, predict their likelihood of interaction. (1) The miRNA is hsa-miR-4729 with sequence UCAUUUAUCUGUUGGGAAGCUA. The protein sequence of the target gene is MDNSAQKNERTGKHPRRASEVQKGFTAAYPTQSSIPFKSQASVIPESEKKGFNSQAKRFPHKKNDIPGPGFYNVIHQSPVSNSVSLSKKGTCMFPSMCARLDTIISKYPAANAYTIPSDFISKRDFSNSCSSMFQLPSFMKALKFETPAPNYYNASVSCCKQRNNVCTRAGFMSKTQRGSFAFADKGPPPGHYDINESLVKQSPNTLMSCFKSKTNRGLKLTSTGPGPGYYNPSDCTKVPKKTLFPKNPILNFSAQPSPLPPKPPFPGPGQYEIVDYLGPRKHFISSASFVSNTSRWTAA.... Result: 1 (interaction). (2) The miRNA is rno-miR-126a-3p with sequence UCGUACCGUGAGUAAUAAUGCG. The protein sequence of the target gene is MAMNSMCIEEQHHLEHYLFPVVYIIVFIVSVPANIGSLCVSFLQAKKENELGIYLFSLSLSDLLYALTLPLWINYTWNKDNWTFSPTLCKGSVFFTYMNFYSSTAFLTCIALDRYLAVVYPLKFSFLRTRRFAFITSLSIWILESFFNSMLLWKDETSVEYCDSDKSNFTLCYDKYPLEKWQINLNLFRTCMGYAIPLITIMICNHKVYRAVRHNQATENSEKRRIIKLLASITLTFVLCFTPFHVMVLIRCVLERDMNVNDKSGWQTFTVYRVTVALTSLNCVADPILYCFVTETGRAD.... Result: 0 (no interaction). (3) The miRNA is hsa-miR-328-5p with sequence GGGGGGGCAGGAGGGGCUCAGGG. The protein sequence of the target gene is MAEVGEDSGARALLALRSAPCSPVLCAAAAAAAFPATTSPPPPAQPPPGPPALPAEPGPGPVPSTVATATTTAPALVAAAAASVRQSPGPALARLEGREFEFLMRQPSVTIGRNSSQGSVDLSMGLSSFISRRHLQLSFQEPHFYLRCLGKNGVFVDGAFQRRGAPALQLPQQCTFRFPSTAIKIQFTSLYHKEEAPASPLRPLYPQISPLKIHIPEPDLRSLVSPIPSPTGTISVPNSCPASPRGAGSSSYRFVQNVTSDLQLAAEFAAKAASEQQADASGGDSPKDESKPPYSYAQLI.... Result: 0 (no interaction). (4) The miRNA is mmu-miR-466i-3p with sequence AUACACACACACAUACACACUA. The protein sequence of the target gene is MASTNTNLQKAIDLASKAAQEDKAGNYEEALQLYQHAVQYFLHVVKYEAQGDKAKQSIRAKCTEYLDRAEKLKEYLKKKEKKPQKPVKEEQSGPVDEKGNDSDGEAESDDPEKKKLQNQLQGAIVIERPNVKWSDVAGLEGAKEALKEAVILPIKFPHLFTGKRTPWRGILLFGPPGTGKSYLAKAVATEANNSTFFSISSSDLVSKWLGESEKLVKNLFQLARENKPSIIFIDEIDSLCGSRSENESEAARRIKTEFLVQMQGVGVDNDGILVLGATNIPWVLDSAIRRRFEKRIYIPL.... Result: 1 (interaction).